From a dataset of Forward reaction prediction with 1.9M reactions from USPTO patents (1976-2016). Predict the product of the given reaction. Given the reactants [F:1][C:2]1[CH:32]=[CH:31][C:5]2[CH:6]=[C:7]([CH:9]([CH2:27][CH2:28][CH2:29][CH3:30])[CH2:10][CH2:11][O:12][C:13]3[CH:18]=[CH:17][C:16]([O:19][CH2:20][C:21]([O:23]CC)=[O:22])=[C:15]([CH3:26])[CH:14]=3)[S:8][C:4]=2[CH:3]=1.[OH-].[Na+], predict the reaction product. The product is: [F:1][C:2]1[CH:32]=[CH:31][C:5]2[CH:6]=[C:7]([CH:9]([CH2:27][CH2:28][CH2:29][CH3:30])[CH2:10][CH2:11][O:12][C:13]3[CH:18]=[CH:17][C:16]([O:19][CH2:20][C:21]([OH:23])=[O:22])=[C:15]([CH3:26])[CH:14]=3)[S:8][C:4]=2[CH:3]=1.